Task: Predict the reactants needed to synthesize the given product.. Dataset: Full USPTO retrosynthesis dataset with 1.9M reactions from patents (1976-2016) (1) Given the product [I:1][C:2]1[CH:3]=[C:4]2[C:5](=[CH:6][CH:7]=1)[N:8]=[CH:11][CH:10]=[N:9]2, predict the reactants needed to synthesize it. The reactants are: [I:1][C:2]1[CH:3]=[C:4]([NH2:9])[C:5]([NH2:8])=[CH:6][CH:7]=1.[CH:10](=O)[CH:11]=O.C(O)(=O)C.C(O)C. (2) Given the product [CH:9]([C:8]1[C:3]([OH:2])=[CH:4][C:5]([CH:14]=[CH:15][C:16]2[S:17][CH:18]=[CH:19][CH:20]=2)=[CH:6][C:7]=1[OH:12])([CH3:11])[CH3:10], predict the reactants needed to synthesize it. The reactants are: C[O:2][C:3]1[CH:4]=[C:5]([CH:14]=[CH:15][C:16]2[S:17][CH:18]=[CH:19][CH:20]=2)[CH:6]=[C:7]([O:12]C)[C:8]=1[CH:9]([CH3:11])[CH3:10].Cl.N1C=CC=CC=1. (3) Given the product [Br:13][C:11]1[C:2]([Cl:1])=[C:3]2[C:8](=[CH:9][CH:10]=1)[NH:7][C:6](=[O:12])[CH2:5][CH2:4]2, predict the reactants needed to synthesize it. The reactants are: [Cl:1][C:2]1[CH:11]=[CH:10][CH:9]=[C:8]2[C:3]=1[CH2:4][CH2:5][C:6](=[O:12])[NH:7]2.[Br:13]N1C(=O)CCC1=O. (4) Given the product [ClH:4].[ClH:4].[ClH:4].[N:5]1[CH:6]=[CH:7][C:8]([N:11]2[CH2:28][CH2:27][CH2:26][C:13]3([CH2:14][CH2:15][CH2:16][NH:17][CH2:18]3)[CH2:12]2)=[CH:9][CH:10]=1, predict the reactants needed to synthesize it. The reactants are: C([Cl:4])(=O)C.[N:5]1[CH:10]=[CH:9][C:8]([N:11]2[CH2:28][CH2:27][CH2:26][C:13]3([CH2:18][N:17](C(OC(C)(C)C)=O)[CH2:16][CH2:15][CH2:14]3)[CH2:12]2)=[CH:7][CH:6]=1. (5) Given the product [Si:1]([O:18][CH:19]1[CH2:20][CH:21]2[CH:23]([CH:22]2[C:25]2[N:29]([CH:30]([CH3:31])[CH3:32])[N:28]=[C:27]([NH2:33])[CH:26]=2)[CH2:24]1)([C:14]([CH3:17])([CH3:15])[CH3:16])([C:2]1[CH:7]=[CH:6][CH:5]=[CH:4][CH:3]=1)[C:8]1[CH:13]=[CH:12][CH:11]=[CH:10][CH:9]=1, predict the reactants needed to synthesize it. The reactants are: [Si:1]([O:18][CH:19]1[CH2:24][CH:23]2[CH:21]([CH:22]2[C:25]2[N:29]([CH:30]([CH3:32])[CH3:31])[N:28]=[C:27]([NH:33]C(=O)OCC3C=CC=CC=3)[CH:26]=2)[CH2:20]1)([C:14]([CH3:17])([CH3:16])[CH3:15])([C:8]1[CH:13]=[CH:12][CH:11]=[CH:10][CH:9]=1)[C:2]1[CH:7]=[CH:6][CH:5]=[CH:4][CH:3]=1.[H][H]. (6) Given the product [Br:21][C:8]1[S:9][C:10]([C:11]([F:13])([F:14])[F:12])=[C:6]([C:4]([NH:3][CH2:1][CH3:2])=[O:5])[N:7]=1, predict the reactants needed to synthesize it. The reactants are: [CH2:1]([NH:3][C:4]([C:6]1[N:7]=[CH:8][S:9][C:10]=1[C:11]([F:14])([F:13])[F:12])=[O:5])[CH3:2].C([Li])CCC.C(Br)(Br)(Br)[Br:21].